From a dataset of Reaction yield outcomes from USPTO patents with 853,638 reactions. Predict the reaction yield, written as a fraction of the theoretical maximum amount of product (1.0 means a 100% yield; for example, 0.34 means a 34% yield). (1) The reactants are F[C:2]1[CH:9]=[CH:8][C:7]([F:10])=[CH:6][C:3]=1[C:4]#[N:5].[NH2:11][C:12]1[CH:17]=[CH:16][C:15]([OH:18])=[CH:14][C:13]=1[CH3:19].C(=O)([O-])[O-].[K+].[K+]. The catalyst is CS(C)=O. The product is [NH2:11][C:12]1[CH:17]=[CH:16][C:15]([O:18][C:2]2[CH:9]=[CH:8][C:7]([F:10])=[CH:6][C:3]=2[C:4]#[N:5])=[CH:14][C:13]=1[CH3:19]. The yield is 0.990. (2) The reactants are [C:1]1([S-:7])[CH:6]=[CH:5][CH:4]=[CH:3][CH:2]=1.[Na+].Cl[C:10]1[CH:15]=[CH:14][C:13]([CH3:16])=[CH:12][C:11]=1[N+:17]([O-:19])=[O:18]. The catalyst is CN(C=O)C.C(Cl)Cl. The product is [CH3:16][C:13]1[CH:14]=[CH:15][C:10]([S:7][C:1]2[CH:6]=[CH:5][CH:4]=[CH:3][CH:2]=2)=[C:11]([N+:17]([O-:19])=[O:18])[CH:12]=1. The yield is 0.870. (3) The reactants are [F:1][CH:2]([F:13])[O:3][C:4]1[CH:11]=[CH:10][C:7]([CH:8]=[O:9])=[CH:6][C:5]=1[OH:12].C([O-])([O-])=O.[K+].[K+].CS(C)=O.Br[CH2:25][CH:26]1[CH2:28][CH2:27]1. The catalyst is C1(C)C=CC=CC=1. The product is [CH:26]1([CH2:25][O:12][C:5]2[CH:6]=[C:7]([CH:10]=[CH:11][C:4]=2[O:3][CH:2]([F:13])[F:1])[CH:8]=[O:9])[CH2:28][CH2:27]1. The yield is 0.990. (4) The reactants are [CH3:1][C:2]1[C:10]([N+:11]([O-:13])=[O:12])=[CH:9][CH:8]=[CH:7][C:3]=1[C:4]([OH:6])=[O:5].[Br:14]N1C(C)(C)C(=O)N(Br)C1=O. The product is [Br:14][C:8]1[CH:9]=[C:10]([N+:11]([O-:13])=[O:12])[C:2]([CH3:1])=[C:3]([CH:7]=1)[C:4]([OH:6])=[O:5]. The catalyst is OS(O)(=O)=O. The yield is 0.999.